This data is from Catalyst prediction with 721,799 reactions and 888 catalyst types from USPTO. The task is: Predict which catalyst facilitates the given reaction. (1) Reactant: [CH:1]([N:14]1[CH2:17][CH:16](I)[CH2:15]1)([C:8]1[CH:13]=[CH:12][CH:11]=[CH:10][CH:9]=1)[C:2]1[CH:7]=[CH:6][CH:5]=[CH:4][CH:3]=1.CN(P(N(C)C)(N(C)C)=O)C.[C:30]([N:38]1[CH2:43][CH2:42][C:41](=[O:44])[CH2:40][CH2:39]1)(=[O:37])[C:31]1[CH:36]=[CH:35][CH:34]=[CH:33][CH:32]=1.[NH4+].[Cl-]. Product: [CH:1]([N:14]1[CH2:17][CH:16]([C:41]2([OH:44])[CH2:40][CH2:39][N:38]([C:30]([C:31]3[CH:36]=[CH:35][CH:34]=[CH:33][CH:32]=3)=[O:37])[CH2:43][CH2:42]2)[CH2:15]1)([C:8]1[CH:13]=[CH:12][CH:11]=[CH:10][CH:9]=1)[C:2]1[CH:7]=[CH:6][CH:5]=[CH:4][CH:3]=1. The catalyst class is: 1. (2) Reactant: [OH:1][C:2]1[C:3](=[O:11])[NH:4][CH:5]=[CH:6][C:7]=1[C:8](Cl)=[O:9].[C:12]1([C@@H:18]2[CH2:23][CH2:22][C@H:21]([NH2:24])[CH2:20][CH2:19]2)[CH:17]=[CH:16][CH:15]=[CH:14][CH:13]=1.CCN(CC)CC. Product: [OH:1][C:2]1[C:3](=[O:11])[NH:4][CH:5]=[CH:6][C:7]=1[C:8]([NH:24][C@H:21]1[CH2:20][CH2:19][C@@H:18]([C:12]2[CH:17]=[CH:16][CH:15]=[CH:14][CH:13]=2)[CH2:23][CH2:22]1)=[O:9]. The catalyst class is: 2. (3) Reactant: [C:1]([O:5][C:6]([NH:8][C@H:9]([CH2:18][C:19]1[CH:24]=[C:23]([CH2:25][OH:26])[CH:22]=[CH:21][C:20]=1[N+:27]([O-:29])=[O:28])[CH2:10][C:11]([O:13][C:14]([CH3:17])([CH3:16])[CH3:15])=[O:12])=[O:7])([CH3:4])([CH3:3])[CH3:2].[Cl:30][CH2:31][CH2:32][N:33]([CH2:37][CH2:38][Cl:39])[C:34](Cl)=[O:35]. Product: [Cl:30][CH2:31][CH2:32][N:33]([CH2:37][CH2:38][Cl:39])[C:34]([O:26][CH2:25][C:23]1[CH:22]=[CH:21][C:20]([N+:27]([O-:29])=[O:28])=[C:19]([CH2:18][C@@H:9]([NH:8][C:6]([O:5][C:1]([CH3:2])([CH3:3])[CH3:4])=[O:7])[CH2:10][C:11]([O:13][C:14]([CH3:15])([CH3:17])[CH3:16])=[O:12])[CH:24]=1)=[O:35]. The catalyst class is: 17.